From a dataset of Forward reaction prediction with 1.9M reactions from USPTO patents (1976-2016). Predict the product of the given reaction. Given the reactants [CH3:1][NH:2][CH:3]1[CH2:8][CH2:7][CH2:6][CH2:5][CH2:4]1.[CH:9]1[N:14]=[C:13](Cl)[C:12]2[N:16]=[CH:17][N:18]([C@@H:19]3[O:23][C@H:22]([CH2:24][OH:25])[C@@H:21]([OH:26])[C@H:20]3[OH:27])[C:11]=2[N:10]=1, predict the reaction product. The product is: [CH3:1][N:2]([CH:3]1[CH2:8][CH2:7][CH2:6][CH2:5][CH2:4]1)[C:13]1[C:12]2[N:16]=[CH:17][N:18]([C:11]=2[N:10]=[CH:9][N:14]=1)[C@@H:19]1[O:23][C@H:22]([CH2:24][OH:25])[C@@H:21]([OH:26])[C@H:20]1[OH:27].